Dataset: Reaction yield outcomes from USPTO patents with 853,638 reactions. Task: Predict the reaction yield, written as a fraction of the theoretical maximum amount of product (1.0 means a 100% yield; for example, 0.34 means a 34% yield). (1) The reactants are Cl[C:2]1[C:11]2[C:6](=[CH:7][C:8]([Cl:12])=[CH:9][CH:10]=2)[N:5]=[CH:4][CH:3]=1.[NH2:13][CH2:14][C:15]([OH:17])=[O:16].C1(O)C=CC=CC=1. The catalyst is C(OCC)C. The product is [Cl:12][C:8]1[CH:7]=[C:6]2[C:11]([C:2]([NH:13][CH2:14][C:15]([OH:17])=[O:16])=[CH:3][CH:4]=[N:5]2)=[CH:10][CH:9]=1. The yield is 0.750. (2) The reactants are C(OC(=O)[NH:7][CH2:8][C:9]1[CH:14]=[C:13](C)[C:12]([NH:16][S:17]([CH3:20])(=[O:19])=[O:18])=[C:11]([I:21])[CH:10]=1)(C)(C)C.C(Cl)[Cl:24]. The catalyst is C(O)(C(F)(F)F)=O. The product is [NH2:7][CH2:8][C:9]1[CH:10]=[C:11]([I:21])[C:12]([NH:16][S:17]([CH3:20])(=[O:19])=[O:18])=[C:13]([Cl:24])[CH:14]=1. The yield is 1.00.